From a dataset of Reaction yield outcomes from USPTO patents with 853,638 reactions. Predict the reaction yield, written as a fraction of the theoretical maximum amount of product (1.0 means a 100% yield; for example, 0.34 means a 34% yield). (1) The reactants are [CH:1]12[CH2:7][CH:4]([CH:5]=[CH:6]1)[CH2:3][N:2]2[C:8]([O:10][CH2:11][C:12]1[CH:17]=[CH:16][CH:15]=[CH:14][CH:13]=1)=[O:9].CSC.B.[OH-:22].[Na+].OO. The catalyst is O1CCCC1.O. The product is [OH:22][CH:5]1[CH2:6][CH:1]2[CH2:7][CH:4]1[CH2:3][N:2]2[C:8]([O:10][CH2:11][C:12]1[CH:13]=[CH:14][CH:15]=[CH:16][CH:17]=1)=[O:9]. The yield is 0.266. (2) The reactants are [H-].[Na+].[F:3][C:4]1[CH:9]=[C:8]([OH:10])[CH:7]=[CH:6][C:5]=1[N:11]1[CH:16]=[C:15]([O:17][CH3:18])[C:14](=[O:19])[C:13]([C:20]2[N:24]([C:25]3[CH:30]=[CH:29][CH:28]=[CH:27][CH:26]=3)[N:23]=[CH:22][CH:21]=2)=[N:12]1.C1C=CC(N([S:38]([C:41]([F:44])([F:43])[F:42])(=[O:40])=[O:39])[S:38]([C:41]([F:44])([F:43])[F:42])(=[O:40])=[O:39])=CC=1. The catalyst is C1COCC1. The product is [F:42][C:41]([F:44])([F:43])[S:38]([O:10][C:8]1[CH:7]=[CH:6][C:5]([N:11]2[CH:16]=[C:15]([O:17][CH3:18])[C:14](=[O:19])[C:13]([C:20]3[N:24]([C:25]4[CH:26]=[CH:27][CH:28]=[CH:29][CH:30]=4)[N:23]=[CH:22][CH:21]=3)=[N:12]2)=[C:4]([F:3])[CH:9]=1)(=[O:40])=[O:39]. The yield is 0.870.